This data is from Full USPTO retrosynthesis dataset with 1.9M reactions from patents (1976-2016). The task is: Predict the reactants needed to synthesize the given product. (1) Given the product [C:1]([SiH2:5][O:6][C:7]([CH3:25])([CH3:24])[C:8]1[CH:9]=[C:10]([C:14]2[N:22]3[C:17]([CH:18]=[N:19][C:20]([NH:26][C:27]4[CH:32]=[CH:31][C:30]([CH:33]5[CH2:34][CH2:35][N:36]([CH2:39][C:40]([NH2:42])=[O:41])[CH2:37][CH2:38]5)=[CH:29][CH:28]=4)=[N:21]3)=[CH:16][CH:15]=2)[CH:11]=[CH:12][CH:13]=1)([CH3:3])([CH3:2])[CH3:4], predict the reactants needed to synthesize it. The reactants are: [C:1]([SiH2:5][O:6][C:7]([CH3:25])([CH3:24])[C:8]1[CH:9]=[C:10]([C:14]2[N:22]3[C:17]([CH:18]=[N:19][C:20](O)=[N:21]3)=[CH:16][CH:15]=2)[CH:11]=[CH:12][CH:13]=1)([CH3:4])([CH3:3])[CH3:2].[NH2:26][C:27]1[CH:32]=[CH:31][C:30]([CH:33]2[CH2:38][CH2:37][N:36]([CH2:39][C:40]([NH2:42])=[O:41])[CH2:35][CH2:34]2)=[CH:29][CH:28]=1. (2) Given the product [Cl:1][C:2]1[O:6][C:5]([C:7]([O:9][CH3:10])=[O:8])=[CH:4][C:3]=1[C:11]1[N:15]([CH2:16][CH3:17])[N:14]=[CH:13][C:12]=1[Cl:25], predict the reactants needed to synthesize it. The reactants are: [Cl:1][C:2]1[O:6][C:5]([C:7]([O:9][CH3:10])=[O:8])=[CH:4][C:3]=1[C:11]1[N:15]([CH2:16][CH3:17])[N:14]=[CH:13][CH:12]=1.C1C(=O)N([Cl:25])C(=O)C1. (3) Given the product [CH3:27][CH:26]([CH3:28])[C:25]([NH:24][C:20]1[CH:21]=[CH:22][CH:23]=[C:18]([CH:15]2[CH2:14][CH2:13][N:12]([CH2:11][CH2:10][C@@H:9]([C:30]3[CH:31]=[CH:32][CH:33]=[CH:34][CH:35]=3)[NH:8][S:4]([CH2:1][CH2:2][CH3:3])(=[O:6])=[O:5])[CH2:17][CH2:16]2)[CH:19]=1)=[O:29], predict the reactants needed to synthesize it. The reactants are: [CH2:1]([S:4](Cl)(=[O:6])=[O:5])[CH2:2][CH3:3].[NH2:8][C@H:9]([C:30]1[CH:35]=[CH:34][CH:33]=[CH:32][CH:31]=1)[CH2:10][CH2:11][N:12]1[CH2:17][CH2:16][CH:15]([C:18]2[CH:19]=[C:20]([NH:24][C:25](=[O:29])[CH:26]([CH3:28])[CH3:27])[CH:21]=[CH:22][CH:23]=2)[CH2:14][CH2:13]1.